From a dataset of Peptide-MHC class I binding affinity with 185,985 pairs from IEDB/IMGT. Regression. Given a peptide amino acid sequence and an MHC pseudo amino acid sequence, predict their binding affinity value. This is MHC class I binding data. (1) The MHC is HLA-A01:01 with pseudo-sequence HLA-A01:01. The peptide sequence is LLAALFHDI. The binding affinity (normalized) is 0.0847. (2) The peptide sequence is RVYLNGIGK. The MHC is HLA-A68:02 with pseudo-sequence HLA-A68:02. The binding affinity (normalized) is 0.0847. (3) The peptide sequence is QLSLKMLSL. The MHC is HLA-B18:01 with pseudo-sequence HLA-B18:01. The binding affinity (normalized) is 0.0847. (4) The peptide sequence is YIALGRARV. The MHC is HLA-B44:02 with pseudo-sequence HLA-B44:02. The binding affinity (normalized) is 0.0847. (5) The peptide sequence is GAEALGPFQS. The MHC is H-2-Db with pseudo-sequence H-2-Db. The binding affinity (normalized) is 0.